Dataset: Forward reaction prediction with 1.9M reactions from USPTO patents (1976-2016). Task: Predict the product of the given reaction. (1) Given the reactants C[Si](C)(C)[C:3]1[S:4][CH:5]=[CH:6][N:7]=1.[Li]CCCC.[O:15]1[C:19]2([CH2:24][CH2:23][C:22](=[O:25])[CH2:21][CH2:20]2)[O:18][CH2:17][CH2:16]1.CCCC[N+](CCCC)(CCCC)CCCC.[F-], predict the reaction product. The product is: [S:4]1[C:5]([C:22]2([OH:25])[CH2:23][CH2:24][C:19]3([O:18][CH2:17][CH2:16][O:15]3)[CH2:20][CH2:21]2)=[CH:6][N:7]=[CH:3]1. (2) The product is: [Cl:28][C:29]([N:8]1[CH2:7][C@H:6]2[CH2:2][N:3]([C:10]([O:12][CH2:13][C:14]3[CH:19]=[C:18]([Cl:20])[CH:17]=[C:16]([Cl:21])[CH:15]=3)=[O:11])[CH2:4][C@H:5]2[CH2:9]1)=[O:31]. Given the reactants Cl.[CH2:2]1[C@@H:6]2[CH2:7][NH:8][CH2:9][C@@H:5]2[CH2:4][N:3]1[C:10]([O:12][CH2:13][C:14]1[CH:19]=[C:18]([Cl:20])[CH:17]=[C:16]([Cl:21])[CH:15]=1)=[O:11].N1C=CC=CC=1.[Cl:28][C:29](Cl)([O:31]C(=O)OC(Cl)(Cl)Cl)Cl, predict the reaction product. (3) Given the reactants [C:1]1([C:7]2[C:12]([N+:13]([O-])=O)=[CH:11][CH:10]=[CH:9][N:8]=2)[CH2:6][CH2:5][CH2:4][CH2:3][CH:2]=1.O, predict the reaction product. The product is: [C:1]1([C:7]2[C:12]([NH2:13])=[CH:11][CH:10]=[CH:9][N:8]=2)[CH2:6][CH2:5][CH2:4][CH2:3][CH:2]=1. (4) Given the reactants [CH2:1]([O:3][C:4]([C:6]1[C:10]2=[N:11][CH:12]=[CH:13][C:14](Cl)=[C:9]2[NH:8][C:7]=1[CH3:16])=[O:5])[CH3:2].[CH:17]1([CH2:20][O:21][C:22]2[CH:27]=[CH:26][C:25]([F:28])=[CH:24][C:23]=2B2OC(C)(C)C(C)(C)O2)[CH2:19][CH2:18]1, predict the reaction product. The product is: [CH:17]1([CH2:20][O:21][C:22]2[CH:23]=[CH:24][C:25]([F:28])=[CH:26][C:27]=2[C:14]2[CH:13]=[CH:12][N:11]=[C:10]3[C:6]([C:4]([O:3][CH2:1][CH3:2])=[O:5])=[C:7]([CH3:16])[NH:8][C:9]=23)[CH2:18][CH2:19]1.